From a dataset of Full USPTO retrosynthesis dataset with 1.9M reactions from patents (1976-2016). Predict the reactants needed to synthesize the given product. (1) Given the product [CH3:19][O:18][C:14]1[CH:13]=[C:12]([C:5]2([C:8]([OH:10])=[O:9])[CH2:4][CH2:3][C:2](=[O:1])[CH2:7][CH2:6]2)[CH:17]=[CH:16][CH:15]=1, predict the reactants needed to synthesize it. The reactants are: [OH:1][C:2]1[CH2:7][CH2:6][C:5]([C:12]2[CH:17]=[CH:16][CH:15]=[C:14]([O:18][CH3:19])[CH:13]=2)([C:8]([O:10]C)=[O:9])[CH2:4][C:3]=1C(OC)=O.[OH-].[K+].Cl. (2) Given the product [Cl:40][C:25]1[N:11]2[CH:12]=[C:13]([C:20]3[O:21][CH:22]=[CH:23][CH:24]=3)[CH:14]=[C:15]([C:16]([F:18])([F:17])[F:19])[C:10]2=[N:9][C:8]=1[NH:7][S:36]([CH2:35][C:29]1[CH:30]=[CH:31][CH:32]=[CH:33][CH:34]=1)(=[O:38])=[O:37], predict the reactants needed to synthesize it. The reactants are: C(OC(=O)[NH:7][C:8]1[N:9]=[C:10]2[C:15]([C:16]([F:19])([F:18])[F:17])=[CH:14][C:13]([C:20]3[O:21][CH:22]=[CH:23][CH:24]=3)=[CH:12][N:11]2[CH:25]=1)(C)(C)C.[H-].[Na+].[C:29]1([CH2:35][S:36](Cl)(=[O:38])=[O:37])[CH:34]=[CH:33][CH:32]=[CH:31][CH:30]=1.[ClH:40]. (3) Given the product [OH:1][CH2:2][C:3]1[C:8]([C:9]2[O:10][C:11]3[CH:17]=[CH:16][C:15]([CH2:18][C:19]([OH:21])=[O:20])=[CH:14][C:12]=3[CH:13]=2)=[CH:7][CH:6]=[CH:5][N:4]=1, predict the reactants needed to synthesize it. The reactants are: [OH:1][CH2:2][C:3]1[C:8]([C:9]2[O:10][C:11]3[CH:17]=[CH:16][C:15]([CH2:18][C:19]([O:21]C)=[O:20])=[CH:14][C:12]=3[CH:13]=2)=[CH:7][CH:6]=[CH:5][N:4]=1.[Li+].[OH-].Cl. (4) Given the product [CH:1]1([S:4]([C:7]2[CH:12]=[CH:11][C:10]([CH:13]([O:17][CH:18]3[CH2:23][CH2:22][O:21][CH2:20][CH2:19]3)[C:14]([NH:37][C:35]3[S:34][C:32]4[C:31]([N:36]=3)=[CH:30][CH:29]=[C:28]([O:27][CH:24]([CH3:26])[CH3:25])[N:33]=4)=[O:15])=[CH:9][CH:8]=2)(=[O:6])=[O:5])[CH2:3][CH2:2]1, predict the reactants needed to synthesize it. The reactants are: [CH:1]1([S:4]([C:7]2[CH:12]=[CH:11][C:10]([CH:13]([O:17][CH:18]3[CH2:23][CH2:22][O:21][CH2:20][CH2:19]3)[C:14](O)=[O:15])=[CH:9][CH:8]=2)(=[O:6])=[O:5])[CH2:3][CH2:2]1.[CH:24]([O:27][C:28]1[N:33]=[C:32]2[S:34][C:35]([NH2:37])=[N:36][C:31]2=[CH:30][CH:29]=1)([CH3:26])[CH3:25].C1C=CC2N(O)N=NC=2C=1.CCN=C=NCCCN(C)C.CN1CCOCC1. (5) Given the product [Cl:1][C:2]1[CH:10]=[C:9]2[C:5]([C:6]([CH:19]=[O:20])=[CH:7][NH:8]2)=[CH:4][C:3]=1[C:26]1[CH:31]=[CH:30][C:29]([C:32]2([CH2:36][OH:37])[CH2:35][CH2:34][CH2:33]2)=[CH:28][CH:27]=1, predict the reactants needed to synthesize it. The reactants are: [Cl:1][C:2]1[CH:10]=[C:9]2[C:5]([CH:6]=[CH:7][NH:8]2)=[CH:4][C:3]=1B1OCC(C)(C)CO1.[C:19](=O)([O-])[O-:20].[K+].[K+].Br[C:26]1[CH:31]=[CH:30][C:29]([C:32]2([CH2:36][OH:37])[CH2:35][CH2:34][CH2:33]2)=[CH:28][CH:27]=1. (6) Given the product [CH3:8][O:7][CH2:6][C:5](=[O:9])[CH2:10][C:11](=[O:12])[CH3:13], predict the reactants needed to synthesize it. The reactants are: [Na].C(O[C:5](=[O:9])[CH2:6][O:7][CH3:8])C.[CH3:10][C:11]([CH3:13])=[O:12].COC(C)(C)C. (7) Given the product [CH3:50][O:49][C:46]1[CH:47]=[CH:48][C:43]([CH2:42][N:36]([C:37]2[S:38][CH:39]=[CH:40][N:41]=2)[S:33]([C:30]2[CH:31]=[CH:32][C:24]3[N:23]([C:14]4[CH:15]=[CH:16][C:17]([C:19]([F:21])([F:22])[F:20])=[CH:18][C:13]=4[CH:1]=[CH2:2])[CH2:28][CH2:27][O:26][C:25]=3[CH:29]=2)(=[O:35])=[O:34])=[CH:44][CH:45]=1, predict the reactants needed to synthesize it. The reactants are: [CH3:1][C:2]1(C)C(C)(C)OB(C=C)O1.Br[C:13]1[CH:18]=[C:17]([C:19]([F:22])([F:21])[F:20])[CH:16]=[CH:15][C:14]=1[N:23]1[CH2:28][CH2:27][O:26][C:25]2[CH:29]=[C:30]([S:33]([N:36]([CH2:42][C:43]3[CH:48]=[CH:47][C:46]([O:49][CH3:50])=[CH:45][CH:44]=3)[C:37]3[S:38][CH:39]=[CH:40][N:41]=3)(=[O:35])=[O:34])[CH:31]=[CH:32][C:24]1=2.C(=O)([O-])[O-].[Cs+].[Cs+]. (8) Given the product [Br:7][C:8]1[C:21](=[O:22])[C:20]2[C:19]3[CH:18]=[CH:17][C:16]([CH3:23])([CH3:24])[O:15][C:14]=3[CH:13]=[CH:12][C:11]=2[C:10](=[O:25])[C:9]=1[O:26][S:34]([C:31]1[CH:32]=[CH:33][C:28]([CH3:27])=[CH:29][CH:30]=1)(=[O:36])=[O:35], predict the reactants needed to synthesize it. The reactants are: N1C=CC=CC=1.[Br:7][C:8]1[C:21](=[O:22])[C:20]2[C:19]3[CH:18]=[CH:17][C:16]([CH3:24])([CH3:23])[O:15][C:14]=3[CH:13]=[CH:12][C:11]=2[C:10](=[O:25])[C:9]=1[OH:26].[CH3:27][C:28]1[CH:33]=[CH:32][C:31]([S:34](Cl)(=[O:36])=[O:35])=[CH:30][CH:29]=1.C(N(C(C)C)CC)(C)C.Cl. (9) Given the product [CH2:1]([O:3][C:4]([C:6]1[CH:11]=[CH:10][N:9]=[N:8][C:7]=1[NH:12][C:23](=[O:24])[CH2:22][C:15]1[C:16]([F:21])=[CH:17][C:18]([F:20])=[CH:19][C:14]=1[F:13])=[O:5])[CH3:2], predict the reactants needed to synthesize it. The reactants are: [CH2:1]([O:3][C:4]([C:6]1[CH:11]=[CH:10][N:9]=[N:8][C:7]=1[NH2:12])=[O:5])[CH3:2].[F:13][C:14]1[CH:19]=[C:18]([F:20])[CH:17]=[C:16]([F:21])[C:15]=1[CH2:22][C:23](Cl)=[O:24].